This data is from Forward reaction prediction with 1.9M reactions from USPTO patents (1976-2016). The task is: Predict the product of the given reaction. (1) Given the reactants [Cl:1][C:2]1[CH:7]=[CH:6][C:5]([CH2:8][C:9]2[C:18]3[C:13](=[CH:14][CH:15]=[CH:16][CH:17]=3)[C:12](=[O:19])[N:11]([CH2:20][C@H:21]3[CH2:25][CH2:24][CH2:23][NH:22]3)[N:10]=2)=[CH:4][CH:3]=1.[C:26]([O:31][CH3:32])(=[O:30])[C:27]([CH3:29])=[CH2:28], predict the reaction product. The product is: [NH3:10].[Cl:1][C:2]1[CH:7]=[CH:6][C:5]([CH2:8][C:9]2[C:18]3[C:13](=[CH:14][CH:15]=[CH:16][CH:17]=3)[C:12](=[O:19])[N:11]([CH2:20][C@H:21]3[CH2:25][CH2:24][CH2:23][N:22]3[CH2:28][CH:27]([CH3:29])[C:26]([O:31][CH3:32])=[O:30])[N:10]=2)=[CH:4][CH:3]=1. (2) Given the reactants [F:1][C:2]([F:31])([F:30])[C:3]1[CH:4]=[C:5]([NH:9][C:10]([C:12]2[CH:13]=[N:14][N:15]3[CH:20]=[C:19]([O:21][C:22]4[CH:27]=[C:26](Cl)[N:25]=[C:24]([NH2:29])[N:23]=4)[CH:18]=[CH:17][C:16]=23)=[O:11])[CH:6]=[CH:7][CH:8]=1, predict the reaction product. The product is: [F:31][C:2]([F:1])([F:30])[C:3]1[CH:4]=[C:5]([NH:9][C:10]([C:12]2[CH:13]=[N:14][N:15]3[CH:20]=[C:19]([O:21][C:22]4[CH:27]=[CH:26][N:25]=[C:24]([NH2:29])[N:23]=4)[CH:18]=[CH:17][C:16]=23)=[O:11])[CH:6]=[CH:7][CH:8]=1. (3) Given the reactants [CH3:1][C:2]1[CH:7]=[CH:6][C:5](OS(C(F)(F)F)(=O)=O)=[C:4]([N+:16]([O-:18])=[O:17])[CH:3]=1.[NH2:19][C:20]1[CH:21]=[C:22]([SH:26])[CH:23]=[CH:24][CH:25]=1.C([O-])([O-])=O.[K+].[K+], predict the reaction product. The product is: [CH3:1][C:2]1[CH:7]=[CH:6][C:5]([S:26][C:22]2[CH:21]=[C:20]([NH2:19])[CH:25]=[CH:24][CH:23]=2)=[C:4]([N+:16]([O-:18])=[O:17])[CH:3]=1. (4) Given the reactants [C:1](OC(=O)C)(=[O:3])[CH3:2].N1C=CC=CC=1.ClCCl.[NH2:17][CH2:18][C@@H:19]1[O:23][C:22](=[O:24])[N:21]([C:25]2[CH:30]=[CH:29][C:28]([CH:31]([O:34][CH3:35])[O:32][CH3:33])=[C:27]([F:36])[CH:26]=2)[CH2:20]1.C1C=C2C(C(O)(O)C(=O)C2=CC=1)=O, predict the reaction product. The product is: [C:1]([NH:17][CH2:18][C@@H:19]1[O:23][C:22](=[O:24])[N:21]([C:25]2[CH:30]=[CH:29][C:28]([CH:31]([O:32][CH3:33])[O:34][CH3:35])=[C:27]([F:36])[CH:26]=2)[CH2:20]1)(=[O:3])[CH3:2]. (5) Given the reactants F[C:2]1[C:7]([N+:8]([O-:10])=[O:9])=[CH:6][CH:5]=[C:4]([F:11])[C:3]=1[C:12]1[CH:17]=[CH:16][CH:15]=[CH:14][N:13]=1.[CH2:18]([NH2:20])[CH3:19].CCN(C(C)C)C(C)C, predict the reaction product. The product is: [CH2:18]([NH:20][C:2]1[C:7]([N+:8]([O-:10])=[O:9])=[CH:6][CH:5]=[C:4]([F:11])[C:3]=1[C:12]1[CH:17]=[CH:16][CH:15]=[CH:14][N:13]=1)[CH3:19].